This data is from Full USPTO retrosynthesis dataset with 1.9M reactions from patents (1976-2016). The task is: Predict the reactants needed to synthesize the given product. (1) Given the product [N:1]1([C:6]2[CH:13]=[CH:12][C:9]([CH2:10][N:28]3[CH2:29][CH2:30][CH:25]([C:21]4[CH:20]=[C:19]([NH:18][C:16](=[O:17])[CH:15]([CH3:14])[CH3:31])[CH:24]=[CH:23][CH:22]=4)[CH2:26][CH2:27]3)=[CH:8][CH:7]=2)[CH:5]=[CH:4][N:3]=[CH:2]1, predict the reactants needed to synthesize it. The reactants are: [N:1]1([C:6]2[CH:13]=[CH:12][C:9]([CH:10]=O)=[CH:8][CH:7]=2)[CH:5]=[CH:4][N:3]=[CH:2]1.[CH3:14][CH:15]([CH3:31])[C:16]([NH:18][C:19]1[CH:24]=[CH:23][CH:22]=[C:21]([CH:25]2[CH2:30][CH2:29][NH:28][CH2:27][CH2:26]2)[CH:20]=1)=[O:17]. (2) The reactants are: Br[C:2]1[CH:11]=[C:10]([O:12][CH3:13])[CH:9]=[C:8]2[C:3]=1[CH2:4][CH2:5][C:6](=[O:21])[N:7]2[C:14]1[CH:19]=[CH:18][CH:17]=[CH:16][C:15]=1[Cl:20].[Cl:22][C:23]1[CH:28]=[CH:27][CH:26]=[CH:25][C:24]=1B(O)O. Given the product [Cl:20][C:15]1[CH:16]=[CH:17][CH:18]=[CH:19][C:14]=1[N:7]1[C:8]2[C:3](=[C:2]([C:24]3[CH:25]=[CH:26][CH:27]=[CH:28][C:23]=3[Cl:22])[CH:11]=[C:10]([O:12][CH3:13])[CH:9]=2)[CH2:4][CH2:5][C:6]1=[O:21], predict the reactants needed to synthesize it. (3) Given the product [Br:14][C:15]1[C:16]([F:26])=[CH:17][C:18]([N+:10]([O-:13])=[O:11])=[C:19]2[C:24]=1[N:23]=[C:22]([Cl:25])[CH:21]=[CH:20]2, predict the reactants needed to synthesize it. The reactants are: OS(O)(=O)=O.O=S(=O)=O.[N+:10]([O-:13])(O)=[O:11].[Br:14][C:15]1[C:16]([F:26])=[CH:17][CH:18]=[C:19]2[C:24]=1[N:23]=[C:22]([Cl:25])[CH:21]=[CH:20]2.[N+]([O-])(O)=O. (4) The reactants are: [CH3:1][C:2]1[CH:3]=[C:4]2[C:8](=[CH:9][CH:10]=1)[N:7](/[CH:11]=[CH:12]\[C:13]1[CH:14]=[N:15][C:16]([CH3:19])=[CH:17][CH:18]=1)[C:6]1[CH2:20][CH:21]3[NH:26][CH:25]([C:5]2=1)[CH2:24][CH2:23][CH2:22]3. Given the product [CH3:1][C:2]1[CH:3]=[C:4]2[C:8](=[CH:9][CH:10]=1)[N:7]([CH2:11][CH2:12][C:13]1[CH:14]=[N:15][C:16]([CH3:19])=[CH:17][CH:18]=1)[C:6]1[CH2:20][C@@H:21]3[NH:26][C@H:25]([C:5]2=1)[CH2:24][CH2:23][CH2:22]3, predict the reactants needed to synthesize it.